This data is from Forward reaction prediction with 1.9M reactions from USPTO patents (1976-2016). The task is: Predict the product of the given reaction. (1) Given the reactants C([Mg]Cl)(C)C.[Li]CCCC.I[C:12]1[C:16]([CH2:17][N:18]([S:26]([C:29]2[CH:34]=[CH:33][C:32]([C:35]([F:38])([F:37])[F:36])=[CH:31][CH:30]=2)(=[O:28])=[O:27])[C:19](=[O:25])[O:20][C:21]([CH3:24])([CH3:23])[CH3:22])=[CH:15][N:14]([CH2:39][O:40][CH3:41])[N:13]=1.[F:42][C:43]1[CH:50]=[CH:49][C:46]([CH:47]=[O:48])=[CH:45][CH:44]=1, predict the reaction product. The product is: [F:42][C:43]1[CH:50]=[CH:49][C:46]([CH:47]([OH:48])[C:12]2[C:16]([CH2:17][N:18]([S:26]([C:29]3[CH:34]=[CH:33][C:32]([C:35]([F:38])([F:37])[F:36])=[CH:31][CH:30]=3)(=[O:28])=[O:27])[C:19](=[O:25])[O:20][C:21]([CH3:24])([CH3:23])[CH3:22])=[CH:15][N:14]([CH2:39][O:40][CH3:41])[N:13]=2)=[CH:45][CH:44]=1. (2) Given the reactants Cl.[CH3:2][C:3]1[C:7]([CH2:8][N:9]2[CH:13]=[C:12]([NH2:14])[CH:11]=[N:10]2)=[C:6]([CH3:15])[O:5][N:4]=1.[N:16]([CH:19]([CH:25]([CH3:27])[CH3:26])[C:20](OCC)=[O:21])=[C:17]=[O:18], predict the reaction product. The product is: [CH3:2][C:3]1[C:7]([CH2:8][N:9]2[CH:13]=[C:12]([N:14]3[C:20](=[O:21])[CH:19]([CH:25]([CH3:27])[CH3:26])[NH:16][C:17]3=[O:18])[CH:11]=[N:10]2)=[C:6]([CH3:15])[O:5][N:4]=1. (3) Given the reactants [Cl:1][C:2]1[CH:3]=[C:4]([NH:23][CH2:24][CH:25]2[CH2:30][CH2:29][N:28]([C:31](OC(C)(C)C)=O)[CH2:27][CH2:26]2)[CH:5]=[C:6]2[C:11]=1[N:10]=[CH:9][C:8]([C:12]#[N:13])=[C:7]2[NH:14][C:15]1[CH:20]=CC(F)=C(Cl)[CH:16]=1.[C:38](O)([C:40]([F:43])(F)F)=O.C(=O)[C:46]1[CH:51]=[CH:50][CH:49]=[N:48][CH:47]=1.[Na].[CH2:54]([Cl:56])Cl, predict the reaction product. The product is: [Cl:1][C:2]1[CH:3]=[C:4]([NH:23][CH2:24][CH:25]2[CH2:26][CH2:27][N:28]([CH2:31][C:46]3[CH:47]=[N:48][CH:49]=[CH:50][CH:51]=3)[CH2:29][CH2:30]2)[CH:5]=[C:6]2[C:11]=1[N:10]=[CH:9][C:8]([C:12]#[N:13])=[C:7]2[NH:14][C:15]1[CH:20]=[CH:38][C:40]([F:43])=[C:54]([Cl:56])[CH:16]=1. (4) Given the reactants [NH2:1][OH:2].[F:3][C:4]([F:22])([F:21])[C:5]1[CH:10]=[CH:9][CH:8]=[CH:7][C:6]=1[NH:11][C:12]1[CH:13]=[CH:14][C:15]([C:18](=O)[CH3:19])=[N:16][CH:17]=1, predict the reaction product. The product is: [F:3][C:4]([F:22])([F:21])[C:5]1[CH:10]=[CH:9][CH:8]=[CH:7][C:6]=1[NH:11][C:12]1[CH:13]=[CH:14][C:15](/[C:18](=[N:1]\[OH:2])/[CH3:19])=[N:16][CH:17]=1. (5) Given the reactants C([O:3][C:4]([C:6]1[N:7]=[C:8]([NH2:11])[S:9][CH:10]=1)=O)C.[OH-].[NH4+:13], predict the reaction product. The product is: [NH2:11][C:8]1[S:9][CH:10]=[C:6]([C:4]([NH2:13])=[O:3])[N:7]=1. (6) Given the reactants [Cl:1][C:2]1[CH:7]=[CH:6][C:5]([CH:8]2[CH:12]([C:13]3[CH:18]=[CH:17][C:16]([Cl:19])=[CH:15][CH:14]=3)[N:11]([C:20](Cl)=[O:21])[C:10]([C:23]3[C:24]([O:32][CH2:33][CH3:34])=[N:25][C:26]([O:29][CH2:30][CH3:31])=[N:27][CH:28]=3)=[N:9]2)=[CH:4][CH:3]=1.[CH3:35][N:36]([CH3:46])[C:37](=[O:45])[CH2:38][N:39]1[CH2:44][CH2:43][NH:42][CH2:41][CH2:40]1, predict the reaction product. The product is: [Cl:1][C:2]1[CH:7]=[CH:6][C:5]([C@H:8]2[C@@H:12]([C:13]3[CH:14]=[CH:15][C:16]([Cl:19])=[CH:17][CH:18]=3)[N:11]([C:20]([N:42]3[CH2:41][CH2:40][N:39]([CH2:38][C:37]([N:36]([CH3:46])[CH3:35])=[O:45])[CH2:44][CH2:43]3)=[O:21])[C:10]([C:23]3[C:24]([O:32][CH2:33][CH3:34])=[N:25][C:26]([O:29][CH2:30][CH3:31])=[N:27][CH:28]=3)=[N:9]2)=[CH:4][CH:3]=1.